Dataset: NCI-60 drug combinations with 297,098 pairs across 59 cell lines. Task: Regression. Given two drug SMILES strings and cell line genomic features, predict the synergy score measuring deviation from expected non-interaction effect. (1) Drug 1: CCCS(=O)(=O)NC1=C(C(=C(C=C1)F)C(=O)C2=CNC3=C2C=C(C=N3)C4=CC=C(C=C4)Cl)F. Drug 2: C1=CC(=CC=C1CCC2=CNC3=C2C(=O)NC(=N3)N)C(=O)NC(CCC(=O)O)C(=O)O. Cell line: SF-268. Synergy scores: CSS=20.0, Synergy_ZIP=-2.22, Synergy_Bliss=4.29, Synergy_Loewe=-18.7, Synergy_HSA=1.75. (2) Drug 1: C1CCC(CC1)NC(=O)N(CCCl)N=O. Drug 2: CCC1(CC2CC(C3=C(CCN(C2)C1)C4=CC=CC=C4N3)(C5=C(C=C6C(=C5)C78CCN9C7C(C=CC9)(C(C(C8N6C)(C(=O)OC)O)OC(=O)C)CC)OC)C(=O)OC)O.OS(=O)(=O)O. Cell line: COLO 205. Synergy scores: CSS=48.4, Synergy_ZIP=-7.50, Synergy_Bliss=-8.66, Synergy_Loewe=-35.7, Synergy_HSA=-9.40. (3) Drug 1: C1C(C(OC1N2C=NC3=C(N=C(N=C32)Cl)N)CO)O. Drug 2: C(CN)CNCCSP(=O)(O)O. Cell line: BT-549. Synergy scores: CSS=48.7, Synergy_ZIP=2.77, Synergy_Bliss=2.87, Synergy_Loewe=-26.8, Synergy_HSA=4.26.